From a dataset of Reaction yield outcomes from USPTO patents with 853,638 reactions. Predict the reaction yield, written as a fraction of the theoretical maximum amount of product (1.0 means a 100% yield; for example, 0.34 means a 34% yield). The reactants are [CH3:1][O:2][C:3]([C@@H:5]1[CH2:9][CH:8]([CH3:10])[CH2:7][C:6]1=[O:11])=[O:4].C(N(C(C)C)CC)(C)C.[S:21](O[S:21]([C:24]([F:27])([F:26])[F:25])(=[O:23])=[O:22])([C:24]([F:27])([F:26])[F:25])(=[O:23])=[O:22]. The catalyst is ClCCl. The product is [CH3:1][O:2][C:3]([C:5]1[CH2:9][C@@H:8]([CH3:10])[CH2:7][C:6]=1[O:11][S:21]([C:24]([F:27])([F:26])[F:25])(=[O:23])=[O:22])=[O:4]. The yield is 0.850.